Dataset: Reaction yield outcomes from USPTO patents with 853,638 reactions. Task: Predict the reaction yield, written as a fraction of the theoretical maximum amount of product (1.0 means a 100% yield; for example, 0.34 means a 34% yield). (1) The reactants are C(OC(=O)[NH:7][C:8]1[S:12][C:11]([C:13]2[C:18]([F:19])=[CH:17][CH:16]=[CH:15][C:14]=2[F:20])=[N:10][C:9]=1[C:21]([NH:23][C:24]1[C:25]([N:33]2[CH2:38][C@H:37]([CH3:39])[C@@H:36]([O:40][Si](C(C)(C)C)(C)C)[C@H:35]([NH:48]C(OC(C)(C)C)=O)[CH2:34]2)=[C:26]2[CH2:32][CH2:31][O:30][C:27]2=[N:28][CH:29]=1)=[O:22])(C)(C)C.[H+].[H+].F[Si-2](F)(F)(F)(F)F.O.[NH4+].[OH-]. The catalyst is CC#N. The product is [NH2:7][C:8]1[S:12][C:11]([C:13]2[C:14]([F:20])=[CH:15][CH:16]=[CH:17][C:18]=2[F:19])=[N:10][C:9]=1[C:21]([NH:23][C:24]1[C:25]([N:33]2[CH2:38][C@H:37]([CH3:39])[C@@H:36]([OH:40])[C@H:35]([NH2:48])[CH2:34]2)=[C:26]2[CH2:32][CH2:31][O:30][C:27]2=[N:28][CH:29]=1)=[O:22]. The yield is 0.330. (2) The yield is 0.220. No catalyst specified. The reactants are [Br:1][C:2]1[CH:3]=[C:4]2[C:8](=[CH:9][CH:10]=1)[NH:7][C:6](=[O:11])[CH2:5]2.[N:12]1([CH2:17][CH2:18][CH2:19][NH:20][C:21]([C:23]2[NH:24][C:25]([CH:32]=O)=[C:26]3[C:31]=2[CH2:30][CH2:29][CH2:28][CH2:27]3)=[O:22])[CH2:16][CH2:15][CH2:14][CH2:13]1. The product is [N:12]1([CH2:17][CH2:18][CH2:19][NH:20][C:21]([C:23]2[NH:24][C:25]([CH:32]=[C:5]3[C:4]4[C:8](=[CH:9][CH:10]=[C:2]([Br:1])[CH:3]=4)[NH:7][C:6]3=[O:11])=[C:26]3[C:31]=2[CH2:30][CH2:29][CH2:28][CH2:27]3)=[O:22])[CH2:16][CH2:15][CH2:14][CH2:13]1. (3) The reactants are [C:1](=O)(OC(Cl)(Cl)Cl)[O:2]C(Cl)(Cl)Cl.Cl.[NH2:14][C:15]1[C:20]([C:21]([OH:23])=[O:22])=[C:19]([O:24][CH3:25])[C:18]([O:26][CH3:27])=[CH:17][CH:16]=1. The catalyst is O. The product is [CH3:25][O:24][C:19]1[C:20]2[C:21](=[O:23])[O:22][C:1](=[O:2])[NH:14][C:15]=2[CH:16]=[CH:17][C:18]=1[O:26][CH3:27]. The yield is 0.880. (4) The reactants are [O:1]=[C:2]1[NH:7][C:6]2[CH:8]=[C:9]([C:12](OC)=[O:13])[CH:10]=[N:11][C:5]=2[N:4]2[CH2:16][CH2:17][C@@H:3]12.[H-].[Na+].[H-].[Al+3].[Li+].[H-].[H-].[H-].[C@H](O)(C([O-])=O)[C@@H](O)C([O-])=O.[Na+].[K+]. The catalyst is O1CCCC1.O.CO. The product is [OH:13][CH2:12][C:9]1[CH:10]=[N:11][C:5]2[N:4]3[CH2:16][CH2:17][C@H:3]3[C:2](=[O:1])[NH:7][C:6]=2[CH:8]=1. The yield is 0.662. (5) The reactants are C1C=CC2N(O)N=NC=2C=1.O.C(N(CC)C(C)C)(C)C.[CH3:21][C@H:22]([NH:26][C:27]([O:29][C:30]([CH3:33])([CH3:32])[CH3:31])=[O:28])[C:23]([OH:25])=O.Cl.CN(C)CCCN=C=NCC.[NH2:46][CH:47]1[N:53]=[C:52]([C:54]2[CH:59]=[CH:58][CH:57]=[CH:56][CH:55]=2)[C:51]2[CH:60]=[CH:61][CH:62]=[CH:63][C:50]=2[N:49]([CH2:64][CH2:65][CH2:66][C:67]([F:70])([F:69])[F:68])[C:48]1=[O:71]. The catalyst is C1COCC1.C(Cl)Cl. The product is [C:30]([O:29][C:27]([NH:26][C@H:22]([C:23]([NH:46][CH:47]1[N:53]=[C:52]([C:54]2[CH:55]=[CH:56][CH:57]=[CH:58][CH:59]=2)[C:51]2[CH:60]=[CH:61][CH:62]=[CH:63][C:50]=2[N:49]([CH2:64][CH2:65][CH2:66][C:67]([F:69])([F:68])[F:70])[C:48]1=[O:71])=[O:25])[CH3:21])=[O:28])([CH3:33])([CH3:32])[CH3:31]. The yield is 0.830. (6) The reactants are I[C:2]1[CH:7]=[CH:6][N:5]=[CH:4][CH:3]=1.[Li]CCCC.CCCCCC.[F:19][C:20]1[CH:25]=[CH:24][C:23]([C:26]2[S:27][C:28]([C:31](=[O:33])[CH3:32])=[CH:29][N:30]=2)=[CH:22][CH:21]=1. The catalyst is C1COCC1. The product is [F:19][C:20]1[CH:21]=[CH:22][C:23]([C:26]2[S:27][C:28]([C:31]([C:2]3[CH:7]=[CH:6][N:5]=[CH:4][CH:3]=3)([OH:33])[CH3:32])=[CH:29][N:30]=2)=[CH:24][CH:25]=1. The yield is 0.350. (7) The reactants are [CH3:1][N:2]1[C:6]([N:7]2[CH2:12][CH2:11][CH2:10][C@H:9]([NH:13]C(=O)OC(C)(C)C)[CH2:8]2)=[C:5]([NH2:21])[CH:4]=[N:3]1.C(OC([NH:29][C:30]1[S:34][C:33]([C:35]2[C:40]([F:41])=[CH:39][CH:38]=[CH:37][C:36]=2[F:42])=[N:32][C:31]=1[C:43](O)=[O:44])=O)(C)(C)C.CN(C(ON1N=NC2C=CC=NC1=2)=[N+](C)C)C.F[P-](F)(F)(F)(F)F. No catalyst specified. The product is [NH2:29][C:30]1[S:34][C:33]([C:35]2[C:40]([F:41])=[CH:39][CH:38]=[CH:37][C:36]=2[F:42])=[N:32][C:31]=1[C:43]([NH:21][C:5]1[CH:4]=[N:3][N:2]([CH3:1])[C:6]=1[N:7]1[CH2:12][CH2:11][CH2:10][C@H:9]([NH2:13])[CH2:8]1)=[O:44]. The yield is 0.110.